From a dataset of Catalyst prediction with 721,799 reactions and 888 catalyst types from USPTO. Predict which catalyst facilitates the given reaction. (1) Reactant: [CH3:1][O:2][C:3](=[O:18])[CH2:4][C:5]1[C:6]([F:17])=[CH:7][CH:8]=[C:9]2[C:14]=1[N:13]=[C:12]([O:15][CH3:16])[CH:11]=[CH:10]2.[Li+].C[Si]([N-][Si](C)(C)C)(C)C.Br[CH2:30][C:31]#[N:32]. Product: [CH3:1][O:2][C:3](=[O:18])[CH:4]([C:5]1[C:6]([F:17])=[CH:7][CH:8]=[C:9]2[C:14]=1[N:13]=[C:12]([O:15][CH3:16])[CH:11]=[CH:10]2)[CH2:30][C:31]#[N:32]. The catalyst class is: 1. (2) Reactant: [CH2:1]([O:3][C:4]([C:6]1[C:10]([CH3:11])=[C:9]([NH:12][C:13](=[O:21])[C:14]2[CH:19]=[CH:18][CH:17]=[CH:16][C:15]=2[Cl:20])[N:8](C(C)(C)C)[N:7]=1)=[O:5])[CH3:2]. Product: [CH2:1]([O:3][C:4]([C:6]1[C:10]([CH3:11])=[C:9]([NH:12][C:13](=[O:21])[C:14]2[CH:19]=[CH:18][CH:17]=[CH:16][C:15]=2[Cl:20])[NH:8][N:7]=1)=[O:5])[CH3:2]. The catalyst class is: 106. (3) Reactant: Cl.[O:2]([C:4]1[CH:5]=[C:6]([NH:10][NH2:11])[CH:7]=[CH:8][CH:9]=1)[CH3:3].[CH3:12][C:13]([CH3:20])([CH3:19])[C:14](=O)[CH2:15][C:16]#[N:17]. Product: [C:13]([C:14]1[CH:15]=[C:16]([NH2:17])[N:10]([C:6]2[CH:7]=[CH:8][CH:9]=[C:4]([O:2][CH3:3])[CH:5]=2)[N:11]=1)([CH3:20])([CH3:19])[CH3:12]. The catalyst class is: 5. (4) Reactant: [Cl:1][C:2]1[N:10]=[CH:9][N:8]=[C:7]2[C:3]=1[N:4]=[CH:5][N:6]2[C@H:11]1[C@H:33]([OH:34])[C@@H:14]2[O:15][Si:16]([CH:30]([CH3:32])[CH3:31])([CH:27]([CH3:29])[CH3:28])[O:17][Si:18]([CH:24]([CH3:26])[CH3:25])([CH:21]([CH3:23])[CH3:22])[O:19][CH2:20][C@H:13]2[CH2:12]1.[CH:35]1[CH:40]=[CH:39][C:38]([O:41][C:42](Cl)=[S:43])=[CH:37][CH:36]=1. Product: [C:42](=[S:43])([O:41][C:38]1[CH:39]=[CH:40][CH:35]=[CH:36][CH:37]=1)[O:34][C@@H:33]1[C@@H:14]2[O:15][Si:16]([CH:27]([CH3:29])[CH3:28])([CH:30]([CH3:32])[CH3:31])[O:17][Si:18]([CH:24]([CH3:25])[CH3:26])([CH:21]([CH3:22])[CH3:23])[O:19][CH2:20][C@H:13]2[CH2:12][C@H:11]1[N:6]1[CH:5]=[N:4][C:3]2[C:7]1=[N:8][CH:9]=[N:10][C:2]=2[Cl:1]. The catalyst class is: 2.